This data is from Catalyst prediction with 721,799 reactions and 888 catalyst types from USPTO. The task is: Predict which catalyst facilitates the given reaction. Reactant: Cl.[CH3:2][N:3]1[CH2:8][CH2:7][NH:6][CH2:5][C:4]1=[O:9].[Cl:10][C:11]1[C:12]2[C:19]([I:20])=[CH:18][N:17]([CH:21]3[CH2:24][CH:23]([CH:25]=O)[CH2:22]3)[C:13]=2[N:14]=[CH:15][N:16]=1.CCN(C(C)C)C(C)C.[BH-](OC(C)=O)(OC(C)=O)OC(C)=O.[Na+].C([O-])(O)=O.[Na+]. Product: [Cl:10][C:11]1[C:12]2[C:19]([I:20])=[CH:18][N:17]([CH:21]3[CH2:24][CH:23]([CH2:25][N:6]4[CH2:7][CH2:8][N:3]([CH3:2])[C:4](=[O:9])[CH2:5]4)[CH2:22]3)[C:13]=2[N:14]=[CH:15][N:16]=1. The catalyst class is: 26.